The task is: Regression. Given two drug SMILES strings and cell line genomic features, predict the synergy score measuring deviation from expected non-interaction effect.. This data is from NCI-60 drug combinations with 297,098 pairs across 59 cell lines. (1) Drug 1: CC12CCC3C(C1CCC2=O)CC(=C)C4=CC(=O)C=CC34C. Drug 2: C#CCC(CC1=CN=C2C(=N1)C(=NC(=N2)N)N)C3=CC=C(C=C3)C(=O)NC(CCC(=O)O)C(=O)O. Cell line: SW-620. Synergy scores: CSS=28.4, Synergy_ZIP=-1.19, Synergy_Bliss=-3.76, Synergy_Loewe=-23.8, Synergy_HSA=-3.20. (2) Drug 1: C1CCC(CC1)NC(=O)N(CCCl)N=O. Drug 2: CC1C(C(CC(O1)OC2CC(OC(C2O)C)OC3=CC4=CC5=C(C(=O)C(C(C5)C(C(=O)C(C(C)O)O)OC)OC6CC(C(C(O6)C)O)OC7CC(C(C(O7)C)O)OC8CC(C(C(O8)C)O)(C)O)C(=C4C(=C3C)O)O)O)O. Cell line: BT-549. Synergy scores: CSS=29.3, Synergy_ZIP=5.92, Synergy_Bliss=5.35, Synergy_Loewe=3.11, Synergy_HSA=3.74. (3) Drug 1: C1=NC2=C(N=C(N=C2N1C3C(C(C(O3)CO)O)F)Cl)N. Drug 2: C#CCC(CC1=CN=C2C(=N1)C(=NC(=N2)N)N)C3=CC=C(C=C3)C(=O)NC(CCC(=O)O)C(=O)O. Cell line: HT29. Synergy scores: CSS=72.6, Synergy_ZIP=15.7, Synergy_Bliss=8.68, Synergy_Loewe=-5.20, Synergy_HSA=6.41. (4) Drug 1: C1=NC2=C(N1)C(=S)N=CN2. Drug 2: CC1=C(C(=O)C2=C(C1=O)N3CC4C(C3(C2COC(=O)N)OC)N4)N. Cell line: CAKI-1. Synergy scores: CSS=15.9, Synergy_ZIP=0.246, Synergy_Bliss=-3.02, Synergy_Loewe=-28.9, Synergy_HSA=-8.31. (5) Drug 1: CC1C(C(CC(O1)OC2CC(CC3=C2C(=C4C(=C3O)C(=O)C5=C(C4=O)C(=CC=C5)OC)O)(C(=O)C)O)N)O.Cl. Drug 2: CC12CCC3C(C1CCC2O)C(CC4=C3C=CC(=C4)O)CCCCCCCCCS(=O)CCCC(C(F)(F)F)(F)F. Cell line: IGROV1. Synergy scores: CSS=17.9, Synergy_ZIP=-5.29, Synergy_Bliss=-5.01, Synergy_Loewe=-39.6, Synergy_HSA=-4.77. (6) Drug 1: CS(=O)(=O)C1=CC(=C(C=C1)C(=O)NC2=CC(=C(C=C2)Cl)C3=CC=CC=N3)Cl. Drug 2: CCC(=C(C1=CC=CC=C1)C2=CC=C(C=C2)OCCN(C)C)C3=CC=CC=C3.C(C(=O)O)C(CC(=O)O)(C(=O)O)O. Cell line: COLO 205. Synergy scores: CSS=-2.03, Synergy_ZIP=5.19, Synergy_Bliss=4.39, Synergy_Loewe=-8.02, Synergy_HSA=-5.91. (7) Drug 1: C1CCC(C1)C(CC#N)N2C=C(C=N2)C3=C4C=CNC4=NC=N3. Drug 2: C1=NNC2=C1C(=O)NC=N2. Cell line: NCI-H460. Synergy scores: CSS=3.87, Synergy_ZIP=-0.783, Synergy_Bliss=-3.99, Synergy_Loewe=-7.62, Synergy_HSA=-6.60. (8) Drug 1: CC1C(C(CC(O1)OC2CC(OC(C2O)C)OC3=CC4=CC5=C(C(=O)C(C(C5)C(C(=O)C(C(C)O)O)OC)OC6CC(C(C(O6)C)O)OC7CC(C(C(O7)C)O)OC8CC(C(C(O8)C)O)(C)O)C(=C4C(=C3C)O)O)O)O. Drug 2: COCCOC1=C(C=C2C(=C1)C(=NC=N2)NC3=CC=CC(=C3)C#C)OCCOC.Cl. Cell line: K-562. Synergy scores: CSS=58.8, Synergy_ZIP=-0.239, Synergy_Bliss=2.27, Synergy_Loewe=-19.0, Synergy_HSA=2.02. (9) Drug 1: CC1OCC2C(O1)C(C(C(O2)OC3C4COC(=O)C4C(C5=CC6=C(C=C35)OCO6)C7=CC(=C(C(=C7)OC)O)OC)O)O. Drug 2: N.N.Cl[Pt+2]Cl. Cell line: NCIH23. Synergy scores: CSS=44.7, Synergy_ZIP=1.57, Synergy_Bliss=2.10, Synergy_Loewe=-17.6, Synergy_HSA=1.94.